This data is from Peptide-MHC class I binding affinity with 185,985 pairs from IEDB/IMGT. The task is: Regression. Given a peptide amino acid sequence and an MHC pseudo amino acid sequence, predict their binding affinity value. This is MHC class I binding data. The peptide sequence is FPEHIFPAL. The MHC is HLA-A02:01 with pseudo-sequence HLA-A02:01. The binding affinity (normalized) is 0.0847.